Dataset: Forward reaction prediction with 1.9M reactions from USPTO patents (1976-2016). Task: Predict the product of the given reaction. (1) Given the reactants C(O[C:5]1([NH:21][O:22][CH3:23])[C:17]2[C:12](=[C:13]([CH3:20])[C:14]([CH3:19])=[CH:15][C:16]=2[CH3:18])[O:11][C:7]2([CH2:10][CH2:9][CH2:8]2)[CH2:6]1)(=O)C.[OH-].[Li+].C(OCC)(=[O:28])C, predict the reaction product. The product is: [CH3:23][O:22][NH:21][CH:5]1[C:17]2[C:12](=[C:13]([CH3:20])[C:14]([CH3:19])=[C:15]([OH:28])[C:16]=2[CH3:18])[O:11][C:7]2([CH2:8][CH2:9][CH2:10]2)[CH2:6]1. (2) The product is: [Cl:1][C:2]1[CH:3]=[C:4]([NH:15][C:16]2[C:25]3[C:20](=[CH:21][C:22]([NH:36][CH2:35][CH2:34][CH2:33][N:32]([CH3:37])[CH3:31])=[C:23]([O:26][CH3:27])[CH:24]=3)[N:19]=[CH:18][C:17]=2[C:29]#[N:30])[CH:5]=[CH:6][C:7]=1[S:8][C:9]1[N:10]([CH3:14])[CH:11]=[CH:12][N:13]=1. Given the reactants [Cl:1][C:2]1[CH:3]=[C:4]([NH:15][C:16]2[C:25]3[C:20](=[CH:21][C:22](F)=[C:23]([O:26][CH3:27])[CH:24]=3)[N:19]=[CH:18][C:17]=2[C:29]#[N:30])[CH:5]=[CH:6][C:7]=1[S:8][C:9]1[N:10]([CH3:14])[CH:11]=[CH:12][N:13]=1.[CH3:31][N:32]([CH3:37])[CH2:33][CH2:34][CH2:35][NH2:36], predict the reaction product.